This data is from Reaction yield outcomes from USPTO patents with 853,638 reactions. The task is: Predict the reaction yield, written as a fraction of the theoretical maximum amount of product (1.0 means a 100% yield; for example, 0.34 means a 34% yield). The reactants are C([NH:9][C:10]([NH:12][C:13]1[CH:18]=[C:17]([Br:19])[C:16]([F:20])=[CH:15][C:14]=1[F:21])=[S:11])(=O)C1C=CC=CC=1.[OH-].[Na+]. The catalyst is C1COCC1.O. The product is [Br:19][C:17]1[C:16]([F:20])=[CH:15][C:14]([F:21])=[C:13]([NH:12][C:10]([NH2:9])=[S:11])[CH:18]=1. The yield is 0.830.